This data is from Full USPTO retrosynthesis dataset with 1.9M reactions from patents (1976-2016). The task is: Predict the reactants needed to synthesize the given product. (1) Given the product [CH2:1]=[CH:2][CH:3]=[CH2:4].[CH2:1]=[CH:2][C:3]1[CH:8]=[CH:7][CH:6]=[CH:5][CH:4]=1.[C:13]([OH:17])(=[O:16])[CH:14]=[CH2:15], predict the reactants needed to synthesize it. The reactants are: [CH2:1]=[CH:2][C:3]1[CH:8]=[CH:7][CH:6]=[CH:5][CH:4]=1.C=CC=C.[C:13]([OH:17])(=[O:16])[CH:14]=[CH2:15]. (2) Given the product [CH3:37][O:36][C:33]1[CH:32]=[CH:31][C:30]([C:29]([NH:28][C:12]2[C:13]([NH:17][C:18](=[O:27])[C:19]3[CH:24]=[CH:23][C:22]([O:25][CH3:26])=[CH:21][CH:20]=3)=[CH:14][CH:15]=[CH:16][C:11]=2[OH:10])=[O:38])=[CH:35][CH:34]=1, predict the reactants needed to synthesize it. The reactants are: COC1C=CC(C(O[O:10][C:11]2[CH:16]=[CH:15][CH:14]=[C:13]([NH:17][C:18](=[O:27])[C:19]3[CH:24]=[CH:23][C:22]([O:25][CH3:26])=[CH:21][CH:20]=3)[C:12]=2[NH:28][C:29](=[O:38])[C:30]2[CH:35]=[CH:34][C:33]([O:36][CH3:37])=[CH:32][CH:31]=2)=O)=CC=1.[OH-].[Na+]. (3) Given the product [CH:37]([NH:38][C:3]([C:5]1[S:9][N:8]=[C:7]([O:10][CH2:11][C:12]2[C:13]([C:18]3[CH:23]=[CH:22][C:21]([F:24])=[CH:20][N:19]=3)=[N:14][O:15][C:16]=2[CH3:17])[CH:6]=1)=[O:4])([CH3:42])[CH3:36], predict the reactants needed to synthesize it. The reactants are: CO[C:3]([C:5]1[S:9][N:8]=[C:7]([O:10][CH2:11][C:12]2[C:13]([C:18]3[CH:23]=[CH:22][C:21]([F:24])=[CH:20][N:19]=3)=[N:14][O:15][C:16]=2[CH3:17])[CH:6]=1)=[O:4].COC(C1ON=C(OC[C:36]2[C:37]([C:42]3C=CC=CN=3)=[N:38]OC=2C)C=1)=O.C(N)(C)C.